This data is from NCI-60 drug combinations with 297,098 pairs across 59 cell lines. The task is: Regression. Given two drug SMILES strings and cell line genomic features, predict the synergy score measuring deviation from expected non-interaction effect. (1) Drug 1: COC1=C(C=C2C(=C1)N=CN=C2NC3=CC(=C(C=C3)F)Cl)OCCCN4CCOCC4. Drug 2: CCC1(C2=C(COC1=O)C(=O)N3CC4=CC5=C(C=CC(=C5CN(C)C)O)N=C4C3=C2)O.Cl. Cell line: SK-OV-3. Synergy scores: CSS=41.2, Synergy_ZIP=-7.88, Synergy_Bliss=-1.29, Synergy_Loewe=0.981, Synergy_HSA=2.08. (2) Drug 1: CC(CN1CC(=O)NC(=O)C1)N2CC(=O)NC(=O)C2. Drug 2: CCN(CC)CCCC(C)NC1=C2C=C(C=CC2=NC3=C1C=CC(=C3)Cl)OC. Cell line: SN12C. Synergy scores: CSS=29.7, Synergy_ZIP=-5.65, Synergy_Bliss=6.37, Synergy_Loewe=6.39, Synergy_HSA=6.90. (3) Drug 1: CC1=C(C(CCC1)(C)C)C=CC(=CC=CC(=CC(=O)O)C)C. Drug 2: CC1C(C(CC(O1)OC2CC(OC(C2O)C)OC3=CC4=CC5=C(C(=O)C(C(C5)C(C(=O)C(C(C)O)O)OC)OC6CC(C(C(O6)C)O)OC7CC(C(C(O7)C)O)OC8CC(C(C(O8)C)O)(C)O)C(=C4C(=C3C)O)O)O)O. Cell line: BT-549. Synergy scores: CSS=19.8, Synergy_ZIP=8.93, Synergy_Bliss=7.40, Synergy_Loewe=-26.0, Synergy_HSA=5.08.